Dataset: Full USPTO retrosynthesis dataset with 1.9M reactions from patents (1976-2016). Task: Predict the reactants needed to synthesize the given product. (1) Given the product [C:1]([O:5][C:6](=[O:25])[NH:7][CH2:8][CH2:9][NH:10][C:11]([C:13]1[NH:14][C:15]2[C:20]([CH:21]=1)=[CH:19][CH:18]=[C:17]([N+:22]([O-:24])=[O:23])[CH:16]=2)=[S:35])([CH3:4])([CH3:3])[CH3:2], predict the reactants needed to synthesize it. The reactants are: [C:1]([O:5][C:6](=[O:25])[NH:7][CH2:8][CH2:9][NH:10][C:11]([C:13]1[NH:14][C:15]2[C:20]([CH:21]=1)=[CH:19][CH:18]=[C:17]([N+:22]([O-:24])=[O:23])[CH:16]=2)=O)([CH3:4])([CH3:3])[CH3:2].COC1C=CC(P2(SP(C3C=CC(OC)=CC=3)(=S)S2)=[S:35])=CC=1. (2) Given the product [Cl:1][C:2]1[N:3]=[C:4]([N:12]2[CH2:17][CH2:16][O:15][CH2:14][CH2:13]2)[C:5]2[S:10][C:9]([C:26]3[CH:25]=[CH:24][C:23]([NH:22][S:19]([CH3:18])(=[O:20])=[O:21])=[CH:28][CH:27]=3)=[CH:8][C:6]=2[N:7]=1, predict the reactants needed to synthesize it. The reactants are: [Cl:1][C:2]1[N:3]=[C:4]([N:12]2[CH2:17][CH2:16][O:15][CH2:14][CH2:13]2)[C:5]2[S:10][C:9](I)=[CH:8][C:6]=2[N:7]=1.[CH3:18][S:19]([NH:22][C:23]1[CH:28]=[CH:27][C:26](B2OC(C)(C)C(C)(C)O2)=[CH:25][CH:24]=1)(=[O:21])=[O:20]. (3) The reactants are: [CH3:1][O:2][C:3]1[CH:4]=[C:5]([C:11]2([CH2:14][N:15]3[CH:19]=[CH:18][NH:17][C:16]3=[O:20])[CH2:13][CH2:12]2)[CH:6]=[CH:7][C:8]=1[O:9][CH3:10].[H-].[Na+].Br[CH2:24][C:25]1[CH:30]=[CH:29][CH:28]=[CH:27][CH:26]=1. Given the product [CH3:1][O:2][C:3]1[CH:4]=[C:5]([C:11]2([CH2:14][N:15]3[CH:19]=[CH:18][N:17]([CH2:24][C:25]4[CH:30]=[CH:29][CH:28]=[CH:27][CH:26]=4)[C:16]3=[O:20])[CH2:12][CH2:13]2)[CH:6]=[CH:7][C:8]=1[O:9][CH3:10], predict the reactants needed to synthesize it.